This data is from Full USPTO retrosynthesis dataset with 1.9M reactions from patents (1976-2016). The task is: Predict the reactants needed to synthesize the given product. Given the product [Br:14][CH2:2][C:1]([C:4]1[CH:9]=[CH:8][CH:7]=[CH:6][C:5]=1[NH:10][C:11](=[O:13])[CH3:12])=[O:3], predict the reactants needed to synthesize it. The reactants are: [C:1]([C:4]1[CH:9]=[CH:8][CH:7]=[CH:6][C:5]=1[NH:10][C:11](=[O:13])[CH3:12])(=[O:3])[CH3:2].[BrH:14].BrBr.